Regression/Classification. Given a drug SMILES string, predict its absorption, distribution, metabolism, or excretion properties. Task type varies by dataset: regression for continuous measurements (e.g., permeability, clearance, half-life) or binary classification for categorical outcomes (e.g., BBB penetration, CYP inhibition). Dataset: cyp2d6_veith. From a dataset of CYP2D6 inhibition data for predicting drug metabolism from PubChem BioAssay. (1) The molecule is COc1ccc(NC(=O)CC2C(=O)N(c3cccc(OC)c3)C(=O)N2C2CCCCC2)cc1. The result is 0 (non-inhibitor). (2) The drug is O=C(c1cccc(F)c1)N1CCC2(CC1)CCN(c1ccccc1)CC2. The result is 0 (non-inhibitor). (3) The result is 0 (non-inhibitor). The compound is CN1CC[C@@]2(CCCN(C(=O)c3cccc(F)c3)C2)C1. (4) The molecule is Cc1ccc(CCNC(=O)C2CC(c3ccccc3[N+](=O)[O-])=NO2)cc1. The result is 1 (inhibitor). (5) The molecule is COCCn1c(C(=O)N2CCCC2)cc2c1C[C@H]1CN(C(=O)c3ccccc3)[C@@](Cc3ccccc3)(C(=O)OC)[C@@H]21. The result is 0 (non-inhibitor).